Dataset: Forward reaction prediction with 1.9M reactions from USPTO patents (1976-2016). Task: Predict the product of the given reaction. Given the reactants [N:1]1([C:7]2[N:12]=[C:11]([C:13]3[CH:18]=[CH:17][C:16]([NH2:19])=[CH:15][CH:14]=3)[N:10]=[C:9]3[N:20]([CH:23]4[CH2:28][CH2:27][N:26]([CH2:29][C:30]5[CH:31]=[N:32][CH:33]=[CH:34][CH:35]=5)[CH2:25][CH2:24]4)[N:21]=[CH:22][C:8]=23)[CH2:6][CH2:5][O:4][CH2:3][CH2:2]1.[S:36]1[CH:40]=[CH:39][C:38]([N:41]=[C:42]=[O:43])=[CH:37]1, predict the reaction product. The product is: [N:1]1([C:7]2[N:12]=[C:11]([C:13]3[CH:18]=[CH:17][C:16]([NH:19][C:42]([NH:41][C:38]4[CH:39]=[CH:40][S:36][CH:37]=4)=[O:43])=[CH:15][CH:14]=3)[N:10]=[C:9]3[N:20]([CH:23]4[CH2:28][CH2:27][N:26]([CH2:29][C:30]5[CH:31]=[N:32][CH:33]=[CH:34][CH:35]=5)[CH2:25][CH2:24]4)[N:21]=[CH:22][C:8]=23)[CH2:2][CH2:3][O:4][CH2:5][CH2:6]1.